Dataset: Full USPTO retrosynthesis dataset with 1.9M reactions from patents (1976-2016). Task: Predict the reactants needed to synthesize the given product. (1) Given the product [CH:9]([NH:10][C:11]([N:27]1[C:28]([CH3:30])=[CH:29][C:25]([O:24][C:15]2[C:14]([Cl:13])=[CH:19][C:18]([C:20]([F:23])([F:22])[F:21])=[CH:17][N:16]=2)=[N:26]1)=[S:12])=[CH2:8], predict the reactants needed to synthesize it. The reactants are: C(=O)([O-])[O-].[K+].[K+].Br[CH2:8][CH2:9][N:10]=[C:11]=[S:12].[Cl:13][C:14]1[C:15]([O:24][C:25]2[CH:29]=[C:28]([CH3:30])[NH:27][N:26]=2)=[N:16][CH:17]=[C:18]([C:20]([F:23])([F:22])[F:21])[CH:19]=1.Cl. (2) Given the product [CH:4]([C:11]1[CH:12]=[CH:13][C:8]([CH:6]=[CH2:7])=[CH:9][CH:10]=1)=[O:5], predict the reactants needed to synthesize it. The reactants are: CN([CH:4]=[O:5])C.[CH:6]([C:8]1[CH:13]=[CH:12][C:11]([Mg]Cl)=[CH:10][CH:9]=1)=[CH2:7]. (3) Given the product [Br:24][C:21]1[CH:20]=[CH:19][C:18]([C@@H:16]([N:12]2[CH2:11][CH2:10][C@:9]([CH2:8][CH2:7][C:6]3[O:3][C:1]([CH3:2])=[N:4][N:5]=3)([C:25]3[CH:30]=[CH:29][CH:28]=[CH:27][CH:26]=3)[O:14][C:13]2=[O:15])[CH3:17])=[CH:23][CH:22]=1, predict the reactants needed to synthesize it. The reactants are: [C:1]([NH:4][NH:5][C:6](=O)[CH2:7][CH2:8][C@@:9]1([C:25]2[CH:30]=[CH:29][CH:28]=[CH:27][CH:26]=2)[O:14][C:13](=[O:15])[N:12]([C@H:16]([C:18]2[CH:23]=[CH:22][C:21]([Br:24])=[CH:20][CH:19]=2)[CH3:17])[CH2:11][CH2:10]1)(=[O:3])[CH3:2].CC[N+](S(N=C(OC)[O-])(=O)=O)(CC)CC. (4) Given the product [CH:1]([C:4]1[CH:9]=[CH:8][C:7]([C:14]2[S:18][C:17]([S:19]([N:22]3[CH:26]=[CH:25][CH:24]=[CH:23]3)(=[O:20])=[O:21])=[CH:16][CH:15]=2)=[CH:6][CH:5]=1)([CH3:3])[CH3:2], predict the reactants needed to synthesize it. The reactants are: [CH:1]([C:4]1[CH:9]=[CH:8][C:7](B(O)O)=[CH:6][CH:5]=1)([CH3:3])[CH3:2].Br[C:14]1[S:18][C:17]([S:19]([N:22]2[CH:26]=[CH:25][CH:24]=[CH:23]2)(=[O:21])=[O:20])=[CH:16][CH:15]=1. (5) Given the product [F:24][C:21]1[CH:22]=[CH:23][C:18]([O:17][C:14]2[CH:13]=[N:12][C:11]([CH3:10])=[CH:16][CH:15]=2)=[CH:19][C:20]=1[NH2:25], predict the reactants needed to synthesize it. The reactants are: [H-].[Na+].C(=S)=S.CI.C(SC)(=S)O[CH2:10][C:11]1[CH:16]=[CH:15][C:14]([O:17][C:18]2[CH:23]=[CH:22][C:21]([F:24])=[C:20]([NH2:25])[CH:19]=2)=[CH:13][N:12]=1.C([SnH](CCCC)CCCC)CCC.CC(N=NC(C#N)(C)C)(C#N)C. (6) Given the product [CH2:1]([O:8][C:9]1[CH:10]=[CH:11][C:12]([C:15]2[CH:16]=[N:17][C:18]3[N:19]([N:27]=[CH:28][C:29]=3[NH:30][C:40]([CH:37]3[CH2:39][CH2:38]3)=[O:41])[C:20]=2[CH:21]2[CH2:26][CH2:25][CH2:24][CH2:23][CH2:22]2)=[CH:13][CH:14]=1)[C:2]1[CH:7]=[CH:6][CH:5]=[CH:4][CH:3]=1.[CH2:1]([O:8][C:9]1[CH:10]=[CH:11][C:12]([C:15]2[CH:16]=[N:17][C:18]3[N:19]([N:27]=[CH:28][C:29]=3[NH:30][S:45]([CH2:43][CH3:44])(=[O:47])=[O:46])[C:20]=2[CH:21]2[CH2:26][CH2:25][CH2:24][CH2:23][CH2:22]2)=[CH:13][CH:14]=1)[C:2]1[CH:7]=[CH:6][CH:5]=[CH:4][CH:3]=1, predict the reactants needed to synthesize it. The reactants are: [CH2:1]([O:8][C:9]1[CH:14]=[CH:13][C:12]([C:15]2[CH:16]=[N:17][C:18]3[N:19]([N:27]=[CH:28][C:29]=3[NH2:30])[C:20]=2[CH:21]2[CH2:26][CH2:25][CH2:24][CH2:23][CH2:22]2)=[CH:11][CH:10]=1)[C:2]1[CH:7]=[CH:6][CH:5]=[CH:4][CH:3]=1.N1C=CC=CC=1.[CH:37]1([C:40](Cl)=[O:41])[CH2:39][CH2:38]1.[CH2:43]([S:45](Cl)(=[O:47])=[O:46])[CH3:44].CN(C1C=CC=CN=1)C. (7) Given the product [C:19]([OH:22])(=[O:21])[C:20]1[CH:16]=[CH:13][C:4]([C:3]([OH:8])=[O:17])=[CH:5][CH:6]=1, predict the reactants needed to synthesize it. The reactants are: ON1[C:6](=O)[CH2:5][CH2:4][C:3]1=[O:8].CC1C=C[C:13]([CH3:16])=CC=1.[O:17]=O.[C:19]([OH:22])(=[O:21])[CH3:20].